Dataset: Peptide-MHC class I binding affinity with 185,985 pairs from IEDB/IMGT. Task: Regression. Given a peptide amino acid sequence and an MHC pseudo amino acid sequence, predict their binding affinity value. This is MHC class I binding data. (1) The peptide sequence is AKYEICLEK. The MHC is HLA-A69:01 with pseudo-sequence HLA-A69:01. The binding affinity (normalized) is 0.0847. (2) The peptide sequence is IIMRRFFYF. The MHC is BoLA-HD6 with pseudo-sequence BoLA-HD6. The binding affinity (normalized) is 0.452.